The task is: Regression. Given two drug SMILES strings and cell line genomic features, predict the synergy score measuring deviation from expected non-interaction effect.. This data is from NCI-60 drug combinations with 297,098 pairs across 59 cell lines. Drug 1: CS(=O)(=O)C1=CC(=C(C=C1)C(=O)NC2=CC(=C(C=C2)Cl)C3=CC=CC=N3)Cl. Drug 2: CC(CN1CC(=O)NC(=O)C1)N2CC(=O)NC(=O)C2. Cell line: HCT116. Synergy scores: CSS=30.2, Synergy_ZIP=2.05, Synergy_Bliss=1.90, Synergy_Loewe=-6.07, Synergy_HSA=1.64.